Predict the reaction yield, written as a fraction of the theoretical maximum amount of product (1.0 means a 100% yield; for example, 0.34 means a 34% yield). From a dataset of Reaction yield outcomes from USPTO patents with 853,638 reactions. The reactants are F[C:2]1[CH:7]=[CH:6][C:5]([N+:8]([O-:10])=[O:9])=[CH:4][CH:3]=1.C(=O)([O-])[O-].[Cs+].[Cs+].[CH2:17]([C:19]1([CH2:23][OH:24])[CH2:22][O:21][CH2:20]1)[CH3:18].O. The catalyst is CS(C)=O. The product is [CH2:17]([C:19]1([CH2:23][O:24][C:2]2[CH:7]=[CH:6][C:5]([N+:8]([O-:10])=[O:9])=[CH:4][CH:3]=2)[CH2:22][O:21][CH2:20]1)[CH3:18]. The yield is 0.980.